The task is: Regression. Given two drug SMILES strings and cell line genomic features, predict the synergy score measuring deviation from expected non-interaction effect.. This data is from Merck oncology drug combination screen with 23,052 pairs across 39 cell lines. (1) Drug 1: O=C(NOCC(O)CO)c1ccc(F)c(F)c1Nc1ccc(I)cc1F. Drug 2: COC1CC2CCC(C)C(O)(O2)C(=O)C(=O)N2CCCCC2C(=O)OC(C(C)CC2CCC(OP(C)(C)=O)C(OC)C2)CC(=O)C(C)C=C(C)C(O)C(OC)C(=O)C(C)CC(C)C=CC=CC=C1C. Cell line: PA1. Synergy scores: synergy=22.9. (2) Drug 1: CN1C(=O)C=CC2(C)C3CCC4(C)C(NC(=O)OCC(F)(F)F)CCC4C3CCC12. Drug 2: CN(Cc1cnc2nc(N)nc(N)c2n1)c1ccc(C(=O)NC(CCC(=O)O)C(=O)O)cc1. Cell line: UWB1289. Synergy scores: synergy=-3.37. (3) Drug 1: CN1C(=O)C=CC2(C)C3CCC4(C)C(NC(=O)OCC(F)(F)F)CCC4C3CCC12. Drug 2: O=C(CCCCCCC(=O)Nc1ccccc1)NO. Cell line: PA1. Synergy scores: synergy=21.5. (4) Cell line: EFM192B. Synergy scores: synergy=19.2. Drug 2: O=C(NOCC(O)CO)c1ccc(F)c(F)c1Nc1ccc(I)cc1F. Drug 1: CN(Cc1cnc2nc(N)nc(N)c2n1)c1ccc(C(=O)NC(CCC(=O)O)C(=O)O)cc1. (5) Drug 1: CC(C)CC(NC(=O)C(Cc1ccccc1)NC(=O)c1cnccn1)B(O)O. Drug 2: COC1=C2CC(C)CC(OC)C(O)C(C)C=C(C)C(OC(N)=O)C(OC)C=CC=C(C)C(=O)NC(=CC1=O)C2=O. Cell line: RPMI7951. Synergy scores: synergy=-8.30.